From a dataset of Forward reaction prediction with 1.9M reactions from USPTO patents (1976-2016). Predict the product of the given reaction. (1) Given the reactants [Li+].[OH-:2].C(OC(N1[C:18]2[C:13](=[CH:14][CH:15]=[CH:16][CH:17]=2)[CH:12]([C:19]([N:21]2[CH2:24][CH2:23][C@H:22]2[C:25]([O:27]CC)=[O:26])=[O:20])C1)=O)(C)(C)C, predict the reaction product. The product is: [C:13]([O:2][C:19]([N:21]1[CH2:22][C:18]2[C:13](=[CH:14][CH:15]=[CH:16][CH:17]=2)[CH:12]1[C:19]([N:21]1[CH2:24][CH2:23][C@H:22]1[C:25]([OH:27])=[O:26])=[O:20])=[O:20])([CH3:18])([CH3:14])[CH3:12]. (2) Given the reactants [CH:1]1(Br)[CH2:3][CH2:2]1.[Mg].[F:6][C:7]1[CH:12]=[C:11]([C:13]([F:16])([F:15])[F:14])[CH:10]=[CH:9][C:8]=1[C:17](=[O:19])[CH3:18], predict the reaction product. The product is: [CH:1]1([C:17]([C:8]2[CH:9]=[CH:10][C:11]([C:13]([F:14])([F:15])[F:16])=[CH:12][C:7]=2[F:6])([OH:19])[CH3:18])[CH2:3][CH2:2]1. (3) The product is: [Cl:1][C:2]1[CH:3]=[C:4]([F:31])[C:5]([N:8]2[CH2:9][CH2:10][CH:11]([N:14]3[CH2:18][CH2:17][C@H:16]([O:19][C:20]4[CH:28]=[CH:27][C:23]([C:24]([N:66]([CH2:67][CH2:68][OH:69])[CH3:65])=[O:26])=[CH:22][C:21]=4[F:29])[C:15]3=[O:30])[CH2:12][CH2:13]2)=[N:6][CH:7]=1. Given the reactants [Cl:1][C:2]1[CH:3]=[C:4]([F:31])[C:5]([N:8]2[CH2:13][CH2:12][CH:11]([N:14]3[CH2:18][CH2:17][C@H:16]([O:19][C:20]4[CH:28]=[CH:27][C:23]([C:24]([OH:26])=O)=[CH:22][C:21]=4[F:29])[C:15]3=[O:30])[CH2:10][CH2:9]2)=[N:6][CH:7]=1.CN(C(ON1N=NC2C=CC=NC1=2)=[N+](C)C)C.F[P-](F)(F)(F)(F)F.C(N(C(C)C)C(C)C)C.[CH3:65][NH:66][CH2:67][CH2:68][OH:69], predict the reaction product.